This data is from Reaction yield outcomes from USPTO patents with 853,638 reactions. The task is: Predict the reaction yield, written as a fraction of the theoretical maximum amount of product (1.0 means a 100% yield; for example, 0.34 means a 34% yield). (1) The reactants are C[O:2][C:3](=O)[CH2:4][CH2:5][C:6]1[CH:11]=[CH:10][C:9]([CH3:12])=[CH:8][CH:7]=1.O.[OH-].[Na+]. The catalyst is O1CCCC1. The product is [C:9]1([CH3:12])[CH:8]=[CH:7][C:6]([CH2:5][CH2:4][CH2:3][OH:2])=[CH:11][CH:10]=1. The yield is 0.930. (2) The yield is 0.210. The reactants are C([N:8]1[N:12]=[N:11][C:10]([C:13]2[CH:14]=[C:15]([C:19]3[N:20]=[CH:21][N:22]([C:24]([N:26]([CH:28]4[CH2:33][CH2:32][CH2:31][CH2:30][CH2:29]4)[CH3:27])=[O:25])[CH:23]=3)[CH:16]=[CH:17][CH:18]=2)=[N:9]1)C1C=CC=CC=1.C1CCCCC=1. The product is [N:11]1[NH:12][N:8]=[N:9][C:10]=1[C:13]1[CH:14]=[C:15]([C:19]2[N:20]=[CH:21][N:22]([C:24]([N:26]([CH:28]3[CH2:33][CH2:32][CH2:31][CH2:30][CH2:29]3)[CH3:27])=[O:25])[CH:23]=2)[CH:16]=[CH:17][CH:18]=1. The catalyst is [Pd].